Dataset: Full USPTO retrosynthesis dataset with 1.9M reactions from patents (1976-2016). Task: Predict the reactants needed to synthesize the given product. (1) Given the product [CH3:39][C:15]1[C:14]([NH:13][C:11]([O:10][C@@H:8]([C:3]2[CH:4]=[CH:5][CH:6]=[CH:7][C:2]=2[Sn:41]([CH3:47])([CH3:46])[CH3:40])[CH3:9])=[O:12])=[C:18]([C:19]2[CH:24]=[CH:23][C:22]([C:25]3[CH:30]=[CH:29][C:28]([C:31]4([C:34]([O:36][CH2:37][CH3:38])=[O:35])[CH2:33][CH2:32]4)=[CH:27][CH:26]=3)=[CH:21][CH:20]=2)[O:17][N:16]=1, predict the reactants needed to synthesize it. The reactants are: Br[C:2]1[CH:7]=[CH:6][CH:5]=[CH:4][C:3]=1[C@H:8]([O:10][C:11]([NH:13][C:14]1[C:15]([CH3:39])=[N:16][O:17][C:18]=1[C:19]1[CH:24]=[CH:23][C:22]([C:25]2[CH:30]=[CH:29][C:28]([C:31]3([C:34]([O:36][CH2:37][CH3:38])=[O:35])[CH2:33][CH2:32]3)=[CH:27][CH:26]=2)=[CH:21][CH:20]=1)=[O:12])[CH3:9].[CH3:40][Sn:41]([CH3:47])([CH3:46])[Sn:41]([CH3:47])([CH3:46])[CH3:40]. (2) Given the product [NH:1]1[C:5]2=[N:6][C:7]([CH2:10][CH2:11][CH2:12][CH2:13][CH:14]([OH:24])[CH:15]=[CH:16][C:17]3[CH:18]=[N:19][C:20]([CH3:23])=[N:21][CH:22]=3)=[CH:8][CH:9]=[C:4]2[CH2:3][CH2:2]1, predict the reactants needed to synthesize it. The reactants are: [NH:1]1[C:5]2=[N:6][C:7]([CH2:10][CH2:11][CH2:12][CH2:13][C:14](=[O:24])[CH:15]=[CH:16][C:17]3[CH:18]=[N:19][C:20]([CH3:23])=[N:21][CH:22]=3)=[CH:8][CH:9]=[C:4]2[CH2:3][CH2:2]1.CO.[BH4-].[Na+]. (3) Given the product [F:31][C:2]([F:1])([F:32])[C:3]1[CH:26]=[C:25]([C:27]([F:28])([F:30])[F:29])[CH:24]=[CH:23][C:4]=1[CH2:5][O:6][C:7]1[CH:12]=[CH:11][C:10](/[CH:13]=[C:14]2/[C:15](=[S:42])[NH:16][C:17](=[O:19])[S:18]/2)=[CH:9][C:8]=1[O:21][CH3:22], predict the reactants needed to synthesize it. The reactants are: [F:1][C:2]([F:32])([F:31])[C:3]1[CH:26]=[C:25]([C:27]([F:30])([F:29])[F:28])[CH:24]=[CH:23][C:4]=1[CH2:5][O:6][C:7]1[CH:12]=[CH:11][C:10](/[CH:13]=[C:14]2/[C:15](=O)[NH:16][C:17](=[O:19])[S:18]/2)=[CH:9][C:8]=1[O:21][CH3:22].COC1C=CC(P2(SP(C3C=CC(OC)=CC=3)(=S)S2)=[S:42])=CC=1. (4) Given the product [CH3:9][O:8][C:7]1[CH:6]=[CH:5][C:4]([C:10]2[CH:15]=[CH:14][C:13]([C:16]([O:18][CH3:19])=[O:17])=[CH:12][C:11]=2[CH3:20])=[CH:3][C:2]=1[B:21]1[O:25][C:24]([CH3:27])([CH3:26])[C:23]([CH3:29])([CH3:28])[O:22]1, predict the reactants needed to synthesize it. The reactants are: I[C:2]1[CH:3]=[C:4]([C:10]2[CH:15]=[CH:14][C:13]([C:16]([O:18][CH3:19])=[O:17])=[CH:12][C:11]=2[CH3:20])[CH:5]=[CH:6][C:7]=1[O:8][CH3:9].[B:21]1([B:21]2[O:25][C:24]([CH3:27])([CH3:26])[C:23]([CH3:29])([CH3:28])[O:22]2)[O:25][C:24]([CH3:27])([CH3:26])[C:23]([CH3:29])([CH3:28])[O:22]1.C([O-])(=O)C.[K+].O1CCOCC1. (5) Given the product [CH3:9][C:7]1([CH3:10])[O:6][C@@H:5]([CH2:11][C:12]([O:14][C:15]([CH3:24])([CH3:23])[CH2:16][C:17]2[CH:22]=[CH:21][CH:20]=[CH:19][CH:18]=2)=[O:13])[CH2:4][C@@H:3]([CH2:2][S:35][C:27]2[N:26]([CH3:25])[C:30]3[CH:31]=[CH:32][CH:33]=[CH:34][C:29]=3[N:28]=2)[O:8]1, predict the reactants needed to synthesize it. The reactants are: Cl[CH2:2][C@H:3]1[O:8][C:7]([CH3:10])([CH3:9])[O:6][C@@H:5]([CH2:11][C:12]([O:14][C:15]([CH3:24])([CH3:23])[CH2:16][C:17]2[CH:22]=[CH:21][CH:20]=[CH:19][CH:18]=2)=[O:13])[CH2:4]1.[CH3:25][N:26]1[C:30]2[CH:31]=[CH:32][CH:33]=[CH:34][C:29]=2[N:28]=[C:27]1[S-:35].[Na+]. (6) Given the product [CH2:11]([O:18][C:19]1[CH:28]=[C:27]2[C:22]([C:23]([CH3:29])=[C:24]([CH:4]=[O:5])[CH2:25][O:26]2)=[CH:21][CH:20]=1)[C:12]1[CH:13]=[CH:14][CH:15]=[CH:16][CH:17]=1, predict the reactants needed to synthesize it. The reactants are: CN([CH:4]=[O:5])C.O=P(Cl)(Cl)Cl.[CH2:11]([O:18][C:19]1[CH:28]=[C:27]2[C:22]([C:23]([CH3:29])=[CH:24][CH2:25][O:26]2)=[CH:21][CH:20]=1)[C:12]1[CH:17]=[CH:16][CH:15]=[CH:14][CH:13]=1. (7) Given the product [CH3:1][O:2][C:3](=[O:39])[C@@H:4]([NH:20][C:21]([C:23]1[CH:28]=[CH:27][C:26]([C:29]2[CH:30]=[CH:31][C:32]([C:35]([F:37])([F:36])[F:38])=[CH:33][CH:34]=2)=[CH:25][CH:24]=1)=[O:22])[CH2:5][N:6]([CH2:7][C:8]1[CH:9]=[CH:10][C:11]([C:14]2[CH:19]=[CH:18][CH:17]=[CH:16][CH:15]=2)=[CH:12][CH:13]=1)[CH3:42], predict the reactants needed to synthesize it. The reactants are: [CH3:1][O:2][C:3](=[O:39])[C@@H:4]([NH:20][C:21]([C:23]1[CH:28]=[CH:27][C:26]([C:29]2[CH:34]=[CH:33][C:32]([C:35]([F:38])([F:37])[F:36])=[CH:31][CH:30]=2)=[CH:25][CH:24]=1)=[O:22])[CH2:5][NH:6][CH2:7][C:8]1[CH:13]=[CH:12][C:11]([C:14]2[CH:19]=[CH:18][CH:17]=[CH:16][CH:15]=2)=[CH:10][CH:9]=1.C=O.[C:42](O[BH-](OC(=O)C)OC(=O)C)(=O)C.[Na+].